From a dataset of Forward reaction prediction with 1.9M reactions from USPTO patents (1976-2016). Predict the product of the given reaction. (1) The product is: [CH3:1][O:2][C:3]1[CH:8]=[CH:7][C:6]([O:9][C:11]2[C:20]3[C:15](=[CH:16][CH:17]=[CH:18][CH:19]=3)[N:14]=[CH:13][N:12]=2)=[CH:5][CH:4]=1. Given the reactants [CH3:1][O:2][C:3]1[CH:8]=[CH:7][C:6]([OH:9])=[CH:5][CH:4]=1.Cl[C:11]1[C:20]2[C:15](=[CH:16][CH:17]=[CH:18][CH:19]=2)[N:14]=[CH:13][N:12]=1.[H-].[Na+], predict the reaction product. (2) Given the reactants [C:1]([CH2:3][C:4]([OH:6])=O)#[N:2].C([Li])CCC.[Cl:12][C:13]1[CH:14]=[C:15]([CH:19]=[CH:20][C:21]=1[Cl:22])C(Cl)=O, predict the reaction product. The product is: [Cl:12][C:13]1[CH:14]=[C:15]([C:4](=[O:6])[CH2:3][C:1]#[N:2])[CH:19]=[CH:20][C:21]=1[Cl:22]. (3) The product is: [NH2:8][C@H:9]([CH2:38][C:39]1[CH:44]=[C:43]([F:45])[C:42]([F:46])=[CH:41][C:40]=1[F:47])[CH2:10][C:11]([N:13]1[CH2:17][CH2:16][S:15][C@H:14]1[C:18]([NH:20][CH2:21][C:22]1[CH:27]=[CH:26][C:25]([NH:28][C@@H:29]([CH:35]([CH3:37])[CH3:36])[C:30]([OH:32])=[O:31])=[CH:24][CH:23]=1)=[O:19])=[O:12]. Given the reactants C(OC([NH:8][C@H:9]([CH2:38][C:39]1[CH:44]=[C:43]([F:45])[C:42]([F:46])=[CH:41][C:40]=1[F:47])[CH2:10][C:11]([N:13]1[CH2:17][CH2:16][S:15][C@H:14]1[C:18]([NH:20][CH2:21][C:22]1[CH:27]=[CH:26][C:25]([NH:28][C@@H:29]([CH:35]([CH3:37])[CH3:36])[C:30]([O:32]CC)=[O:31])=[CH:24][CH:23]=1)=[O:19])=[O:12])=O)(C)(C)C.Cl.O1CCOCC1, predict the reaction product. (4) Given the reactants [N+:1]([C:4]1[CH:5]=[C:6]([CH:19]=[CH:20][CH:21]=1)[C:7]([NH:9][C:10]1[CH:18]=[CH:17][CH:16]=[CH:15][C:11]=1[C:12]([OH:14])=[O:13])=[O:8])([O-])=O, predict the reaction product. The product is: [NH2:1][C:4]1[CH:5]=[C:6]([CH:19]=[CH:20][CH:21]=1)[C:7]([NH:9][C:10]1[CH:18]=[CH:17][CH:16]=[CH:15][C:11]=1[C:12]([OH:14])=[O:13])=[O:8]. (5) Given the reactants [Cl:1][C:2]1[CH:7]=[CH:6][CH:5]=[C:4]([F:8])[C:3]=1[CH:9]([OH:33])[CH2:10][C:11]1[CH:16]=[C:15]([C:17]2[N:21]([CH2:22][CH3:23])[N:20]=[C:19]([C:24]3[CH:29]=[N:28][CH:27]=[CH:26][N:25]=3)[N:18]=2)[CH:14]=[CH:13][C:12]=1[N+:30]([O-:32])=[O:31].CC(OI1(OC(C)=O)(OC(C)=O)OC(=O)C2C=CC=CC1=2)=O, predict the reaction product. The product is: [Cl:1][C:2]1[CH:7]=[CH:6][CH:5]=[C:4]([F:8])[C:3]=1[C:9](=[O:33])[CH2:10][C:11]1[CH:16]=[C:15]([C:17]2[N:21]([CH2:22][CH3:23])[N:20]=[C:19]([C:24]3[CH:29]=[N:28][CH:27]=[CH:26][N:25]=3)[N:18]=2)[CH:14]=[CH:13][C:12]=1[N+:30]([O-:32])=[O:31]. (6) Given the reactants [CH2:1]([O:3][C:4]([C:6]1[N:7]=[C:8]([CH:11]2[CH2:16][CH2:15][N:14](C(OCC3C=CC=CC=3)=O)[CH2:13][CH2:12]2)[S:9][CH:10]=1)=[O:5])[CH3:2].Br, predict the reaction product. The product is: [NH:14]1[CH2:15][CH2:16][CH:11]([C:8]2[S:9][CH:10]=[C:6]([C:4]([O:3][CH2:1][CH3:2])=[O:5])[N:7]=2)[CH2:12][CH2:13]1. (7) Given the reactants [OH:1][CH2:2][C:3]1([NH:8][C:9]([C:11]2[C:12]3[CH2:13][C@H:14]4[CH2:27][C@H:15]4[C:16]=3[N:17]([C:19]3[CH:24]=[CH:23][C:22]([F:25])=[CH:21][C:20]=3[F:26])[N:18]=2)=[O:10])[CH2:7][CH2:6][CH2:5][CH2:4]1.CC(OI1(OC(C)=O)(OC(C)=O)OC(=O)C2C=CC=CC1=2)=O, predict the reaction product. The product is: [O:1]=[C:2]1[CH2:5][CH2:6][CH2:7][C:3]1([NH:8][C:9]([C:11]1[C:12]2[CH2:13][C@H:14]3[CH2:27][C@H:15]3[C:16]=2[N:17]([C:19]2[CH:24]=[CH:23][C:22]([F:25])=[CH:21][C:20]=2[F:26])[N:18]=1)=[O:10])[CH3:4].